Task: Predict the reaction yield, written as a fraction of the theoretical maximum amount of product (1.0 means a 100% yield; for example, 0.34 means a 34% yield).. Dataset: Reaction yield outcomes from USPTO patents with 853,638 reactions (1) The reactants are [Br:1][C:2]1[CH:9]=[CH:8][C:5]([C:6]#[N:7])=[C:4](F)[CH:3]=1.[CH3:11][O-:12].[Na+].C(Cl)Cl. The catalyst is C1COCC1. The product is [Br:1][C:2]1[CH:9]=[CH:8][C:5]([C:6]#[N:7])=[C:4]([O:12][CH3:11])[CH:3]=1. The yield is 0.800. (2) The reactants are [C:1]([C:3]1[C:11]2[C:6](=[CH:7][C:8]([C:12]([O:14]C)=[O:13])=[CH:9][CH:10]=2)[N:5]([CH2:16][CH3:17])[CH:4]=1)#[N:2].N1C2C(=CC=C(C(OC)=O)C=2)C=C1.[OH-].[Na+]. The catalyst is C1COCC1. The product is [C:1]([C:3]1[C:11]2[C:6](=[CH:7][C:8]([C:12]([OH:14])=[O:13])=[CH:9][CH:10]=2)[N:5]([CH2:16][CH3:17])[CH:4]=1)#[N:2]. The yield is 0.950. (3) The reactants are OC(C(F)(F)F)=O.[NH:8]1[CH2:11][CH:10]([C:12]2[CH:33]=[CH:32][C:15]3[C:16]4[N:17]=[C:18]([C:24]5[N:25]([CH:29]([CH3:31])[CH3:30])[N:26]=[CH:27][N:28]=5)[S:19][C:20]=4[CH2:21][CH2:22][O:23][C:14]=3[CH:13]=2)[CH2:9]1.C(N(CC)CC)C.[CH:41]([S:43]([CH3:46])(=[O:45])=[O:44])=[CH2:42]. No catalyst specified. The product is [CH:29]([N:25]1[C:24]([C:18]2[S:19][C:20]3[CH2:21][CH2:22][O:23][C:14]4[CH:13]=[C:12]([CH:10]5[CH2:11][N:8]([CH2:42][CH2:41][S:43]([CH3:46])(=[O:45])=[O:44])[CH2:9]5)[CH:33]=[CH:32][C:15]=4[C:16]=3[N:17]=2)=[N:28][CH:27]=[N:26]1)([CH3:31])[CH3:30]. The yield is 0.680. (4) The reactants are [Cl:1][C:2]1[CH:3]=[C:4]([CH2:9][CH2:10][C:11]([N:13]2[CH2:18][CH:17]3[CH:15]([C:16]3([C:20]3[CH:21]=[C:22]([NH:26][S:27]([CH3:30])(=[O:29])=[O:28])[CH:23]=[CH:24][CH:25]=3)[CH3:19])[CH2:14]2)=O)[CH:5]=[CH:6][C:7]=1[Cl:8].[H-].[Al+3].[Li+].[H-].[H-].[H-].O.C(=O)([O-])O.[Na+]. The yield is 0.190. The product is [Cl:1][C:2]1[CH:3]=[C:4]([CH2:9][CH2:10][CH2:11][N:13]2[CH2:18][CH:17]3[CH:15]([C:16]3([C:20]3[CH:21]=[C:22]([NH:26][S:27]([CH3:30])(=[O:29])=[O:28])[CH:23]=[CH:24][CH:25]=3)[CH3:19])[CH2:14]2)[CH:5]=[CH:6][C:7]=1[Cl:8]. The catalyst is O1CCCC1.C(OCC)(=O)C. (5) The reactants are [CH3:1][C:2]([CH3:52])([CH2:6][C:7]([O:9][C@H:10]1[CH2:27][CH2:26][C@@:25]2([CH3:28])[C@@H:12]([CH2:13][CH2:14][C@:15]3([CH3:49])[C@@H:24]2[CH2:23][CH2:22][C@H:21]2[C@@:16]3([CH3:48])[CH2:17][CH2:18][C@@:19]3([C@@H:36]([OH:47])[CH2:37][NH:38][CH2:39][C:40]4[CH:45]=[CH:44][C:43]([Cl:46])=[CH:42][CH:41]=4)[CH2:31][C:30](=[O:32])[C:29]([CH:33]([CH3:35])[CH3:34])=[C:20]32)[C:11]1([CH3:51])[CH3:50])=[O:8])[C:3]([O-:5])=[O:4].[Na+].S([O-])(O)=O.[CH3:58][C:59]([CH3:63])(N)[CH:60]=O.[CH3:64][CH2:65][N:66]([CH2:69]C)[CH2:67]C.[BH3-]C#N.[Na+]. The catalyst is CO. The product is [CH3:52][C:2]([CH3:1])([CH2:6][C:7]([O:9][C@H:10]1[CH2:27][CH2:26][C@@:25]2([CH3:28])[C@@H:12]([CH2:13][CH2:14][C@:15]3([CH3:49])[C@@H:24]2[CH2:23][CH2:22][C@H:21]2[C@@:16]3([CH3:48])[CH2:17][CH2:18][C@@:19]3([C@@H:36]([OH:47])[CH2:37][N:38]([CH2:39][C:40]4[CH:45]=[CH:44][C:43]([Cl:46])=[CH:42][CH:41]=4)[CH2:64][CH2:65][N:66]([CH3:69])[CH3:67])[CH2:31][C:30](=[O:32])[C:29]([CH:33]([CH3:35])[CH3:34])=[C:20]32)[C:11]1([CH3:50])[CH3:51])=[O:8])[C:3]([O:5][C:59]([CH3:63])([CH3:60])[CH3:58])=[O:4]. The yield is 0.710.